From a dataset of TCR-epitope binding with 47,182 pairs between 192 epitopes and 23,139 TCRs. Binary Classification. Given a T-cell receptor sequence (or CDR3 region) and an epitope sequence, predict whether binding occurs between them. The epitope is EILDITPCSF. The TCR CDR3 sequence is CASSSGDRPSGYTF. Result: 0 (the TCR does not bind to the epitope).